This data is from Catalyst prediction with 721,799 reactions and 888 catalyst types from USPTO. The task is: Predict which catalyst facilitates the given reaction. (1) Reactant: [F:1][C:2]([CH:14]1[CH2:19][CH2:18][N:17]([C:20]([NH:22][C:23]2[CH:24]=[N:25][N:26](C(OC(C)(C)C)=O)[CH:27]=2)=[O:21])[CH2:16][CH2:15]1)([S:4]([C:7]1[CH:12]=[CH:11][CH:10]=[C:9]([F:13])[CH:8]=1)(=[O:6])=[O:5])[CH3:3]. Product: [F:1][C:2]([CH:14]1[CH2:19][CH2:18][N:17]([C:20]([NH:22][C:23]2[CH:27]=[N:26][NH:25][CH:24]=2)=[O:21])[CH2:16][CH2:15]1)([S:4]([C:7]1[CH:12]=[CH:11][CH:10]=[C:9]([F:13])[CH:8]=1)(=[O:5])=[O:6])[CH3:3]. The catalyst class is: 2. (2) Reactant: [NH2:1][C:2]1[C:3]2[N:4]([C:8]([C@H:20]3[CH2:25][CH2:24][C@H:23]([C:26]([O:28]C)=[O:27])[CH2:22][CH2:21]3)=[N:9][C:10]=2[C:11]2[NH:12][C:13]3[C:18]([CH:19]=2)=[CH:17][CH:16]=[CH:15][CH:14]=3)[CH:5]=[CH:6][N:7]=1. Product: [NH2:1][C:2]1[C:3]2[N:4]([C:8]([C@H:20]3[CH2:21][CH2:22][C@H:23]([C:26]([OH:28])=[O:27])[CH2:24][CH2:25]3)=[N:9][C:10]=2[C:11]2[NH:12][C:13]3[C:18]([CH:19]=2)=[CH:17][CH:16]=[CH:15][CH:14]=3)[CH:5]=[CH:6][N:7]=1. The catalyst class is: 33. (3) Reactant: [S:1]1[CH2:6][CH2:5][C:4](=[O:7])[CH2:3][CH2:2]1.[C:8]1([CH:15]=[CH:14][CH:13]=[C:11]([OH:12])[CH:10]=1)[OH:9].[OH-].[Na+].Cl. Product: [OH:7][C:4]1([C:13]2[CH:14]=[CH:15][C:8]([OH:9])=[CH:10][C:11]=2[OH:12])[CH2:5][CH2:6][S:1][CH2:2][CH2:3]1. The catalyst class is: 6. (4) Reactant: [CH2:1]([N:3]1[C:7]2=[N:8][C:9]([CH2:37][CH3:38])=[C:10]([CH2:19][NH:20][C:21]([C:23]3[CH:28]=[CH:27][C:26]([NH:29]C(=O)OC(C)(C)C)=[CH:25][CH:24]=3)=[O:22])[C:11]([NH:12][CH:13]3[CH2:18][CH2:17][O:16][CH2:15][CH2:14]3)=[C:6]2[CH:5]=[N:4]1)[CH3:2].[ClH:39]. Product: [ClH:39].[NH2:29][C:26]1[CH:27]=[CH:28][C:23]([C:21]([NH:20][CH2:19][C:10]2[C:11]([NH:12][CH:13]3[CH2:14][CH2:15][O:16][CH2:17][CH2:18]3)=[C:6]3[CH:5]=[N:4][N:3]([CH2:1][CH3:2])[C:7]3=[N:8][C:9]=2[CH2:37][CH3:38])=[O:22])=[CH:24][CH:25]=1. The catalyst class is: 12.